Dataset: Forward reaction prediction with 1.9M reactions from USPTO patents (1976-2016). Task: Predict the product of the given reaction. (1) Given the reactants [CH3:1][O:2][C:3](=[O:22])[CH:4]([C:6]1[CH:15]=[CH:14][C:13]2[C:8](=[CH:9][CH:10]=[C:11]([O:16][CH2:17][C:18]([O:20][CH3:21])=[O:19])[CH:12]=2)[CH:7]=1)[CH3:5].[C:23]([O-])([O-])=O.[K+].[K+].[I-].[Na+].ClC(C)C(OC)=O, predict the reaction product. The product is: [CH3:1][O:2][C:3](=[O:22])[CH:4]([C:6]1[CH:15]=[CH:14][C:13]2[C:8](=[CH:9][CH:10]=[C:11]([O:16][CH:17]([C:18]([O:20][CH3:21])=[O:19])[CH3:23])[CH:12]=2)[CH:7]=1)[CH3:5]. (2) Given the reactants C[O:2][C:3]1[CH:4]=[C:5]2[C:10](=[CH:11][CH:12]=1)[C:9](=[O:13])[C:8](C)(C)[CH2:7][CH2:6]2.B(Br)(Br)Br.C(Cl)(Cl)Cl, predict the reaction product. The product is: [OH:2][C:3]1[CH:4]=[C:5]2[C:10](=[CH:11][CH:12]=1)[C:9](=[O:13])[CH2:8][CH2:7][CH2:6]2. (3) The product is: [CH3:19][O:18][C:15]1[CH:14]=[CH:13][C:12]([CH2:11][N:8]2[C:5]3=[N:6][CH:7]=[C:2]([C:33]4[CH:38]=[CH:37][CH:36]=[CH:35][CH:34]=4)[C:3]([N:20]4[CH2:21][CH2:22][N:23]([C:26]([O:28][C:29]([CH3:31])([CH3:30])[CH3:32])=[O:27])[CH2:24][CH2:25]4)=[C:4]3[CH:10]=[N:9]2)=[CH:17][CH:16]=1. Given the reactants Br[C:2]1[C:3]([N:20]2[CH2:25][CH2:24][N:23]([C:26]([O:28][C:29]([CH3:32])([CH3:31])[CH3:30])=[O:27])[CH2:22][CH2:21]2)=[C:4]2[CH:10]=[N:9][N:8]([CH2:11][C:12]3[CH:17]=[CH:16][C:15]([O:18][CH3:19])=[CH:14][CH:13]=3)[C:5]2=[N:6][CH:7]=1.[C:33]1(B(O)O)[CH:38]=[CH:37][CH:36]=[CH:35][CH:34]=1.C([O-])([O-])=O.[Cs+].[Cs+], predict the reaction product. (4) Given the reactants [N+:1]([C:4]1[C:9]([C:10]([F:13])([F:12])[F:11])=[CH:8][CH:7]=[CH:6][C:5]=1[NH:14]C(=O)C)([O-:3])=[O:2].[OH-].[Na+], predict the reaction product. The product is: [N+:1]([C:4]1[C:9]([C:10]([F:11])([F:12])[F:13])=[CH:8][CH:7]=[CH:6][C:5]=1[NH2:14])([O-:3])=[O:2]. (5) Given the reactants [F:1][C:2]1[CH:7]=[CH:6][C:5]([N:8]2[C:17]3[C:12](=[CH:13][C:14]([O:18][CH:19]4[CH2:24][CH2:23][N:22](C(OC(C)(C)C)=O)[CH2:21][CH2:20]4)=[CH:15][CH:16]=3)[CH2:11][CH2:10][C:9]2=[O:32])=[CH:4][CH:3]=1.[ClH:33], predict the reaction product. The product is: [ClH:33].[F:1][C:2]1[CH:7]=[CH:6][C:5]([N:8]2[C:17]3[C:12](=[CH:13][C:14]([O:18][CH:19]4[CH2:20][CH2:21][NH:22][CH2:23][CH2:24]4)=[CH:15][CH:16]=3)[CH2:11][CH2:10][C:9]2=[O:32])=[CH:4][CH:3]=1. (6) Given the reactants [CH3:1][N:2]1[C:7]2[CH:8]=[CH:9][CH:10]=[C:11]([CH:12]=[CH:13][O:14]C)[C:6]=2[O:5][CH2:4][C:3]1=[O:16], predict the reaction product. The product is: [CH3:1][N:2]1[C:7]2[CH:8]=[CH:9][CH:10]=[C:11]([CH2:12][CH:13]=[O:14])[C:6]=2[O:5][CH2:4][C:3]1=[O:16]. (7) The product is: [Cl:1][C:2]1[CH:7]=[CH:6][C:5]([NH:8][C:9](=[O:28])[CH:10]([C:18]2[S:22][C:21]([C:23]([OH:25])=[O:24])=[CH:20][CH:19]=2)[N:11]2[CH2:16][CH2:15][N:14]([CH3:17])[CH2:13][CH2:12]2)=[CH:4][CH:3]=1. Given the reactants [Cl:1][C:2]1[CH:7]=[CH:6][C:5]([NH:8][C:9](=[O:28])[CH:10]([C:18]2[S:22][C:21]([C:23]([O:25]CC)=[O:24])=[CH:20][CH:19]=2)[N:11]2[CH2:16][CH2:15][N:14]([CH3:17])[CH2:13][CH2:12]2)=[CH:4][CH:3]=1.[Li+].[OH-].Cl, predict the reaction product. (8) Given the reactants Cl[C:2]1[C:7]([C:8]([O:10][CH2:11][CH3:12])=[O:9])=[CH:6][N:5]=[C:4]([NH:13][C:14]([NH:16][CH2:17][CH3:18])=[O:15])[CH:3]=1.[NH2:19][C:20]1[CH:21]=[N:22][CH:23]=[CH:24][CH:25]=1.C([O-])([O-])=O.[Cs+].[Cs+], predict the reaction product. The product is: [CH2:17]([NH:16][C:14](=[O:15])[NH:13][C:4]1[CH:3]=[C:2]([NH:19][C:20]2[CH:21]=[N:22][CH:23]=[CH:24][CH:25]=2)[C:7]([C:8]([O:10][CH2:11][CH3:12])=[O:9])=[CH:6][N:5]=1)[CH3:18].